Dataset: NCI-60 drug combinations with 297,098 pairs across 59 cell lines. Task: Regression. Given two drug SMILES strings and cell line genomic features, predict the synergy score measuring deviation from expected non-interaction effect. (1) Drug 1: CC1=CC2C(CCC3(C2CCC3(C(=O)C)OC(=O)C)C)C4(C1=CC(=O)CC4)C. Drug 2: CN(C)N=NC1=C(NC=N1)C(=O)N. Cell line: CCRF-CEM. Synergy scores: CSS=8.28, Synergy_ZIP=-11.1, Synergy_Bliss=-13.1, Synergy_Loewe=-19.3, Synergy_HSA=-11.4. (2) Drug 1: C1=C(C(=O)NC(=O)N1)F. Drug 2: C1=CC(=CC=C1CCCC(=O)O)N(CCCl)CCCl. Cell line: UACC62. Synergy scores: CSS=40.8, Synergy_ZIP=-11.4, Synergy_Bliss=-13.6, Synergy_Loewe=-6.86, Synergy_HSA=-4.87. (3) Drug 1: C1=CC(=CC=C1CC(C(=O)O)N)N(CCCl)CCCl.Cl. Drug 2: CC1=C(C=C(C=C1)NC(=O)C2=CC=C(C=C2)CN3CCN(CC3)C)NC4=NC=CC(=N4)C5=CN=CC=C5. Cell line: SF-295. Synergy scores: CSS=5.36, Synergy_ZIP=-1.67, Synergy_Bliss=2.54, Synergy_Loewe=-5.80, Synergy_HSA=1.05. (4) Drug 2: CN(CCCl)CCCl.Cl. Cell line: CAKI-1. Synergy scores: CSS=8.32, Synergy_ZIP=-3.80, Synergy_Bliss=-0.414, Synergy_Loewe=-13.6, Synergy_HSA=-0.413. Drug 1: C(=O)(N)NO. (5) Drug 1: CC(C1=C(C=CC(=C1Cl)F)Cl)OC2=C(N=CC(=C2)C3=CN(N=C3)C4CCNCC4)N. Drug 2: C1=CC(=CC=C1CC(C(=O)O)N)N(CCCl)CCCl.Cl. Cell line: SF-539. Synergy scores: CSS=13.9, Synergy_ZIP=-5.31, Synergy_Bliss=1.86, Synergy_Loewe=0.0676, Synergy_HSA=0.426. (6) Cell line: MCF7. Synergy scores: CSS=39.8, Synergy_ZIP=0.804, Synergy_Bliss=1.66, Synergy_Loewe=-1.31, Synergy_HSA=3.81. Drug 2: CC1CCC2CC(C(=CC=CC=CC(CC(C(=O)C(C(C(=CC(C(=O)CC(OC(=O)C3CCCCN3C(=O)C(=O)C1(O2)O)C(C)CC4CCC(C(C4)OC)OCCO)C)C)O)OC)C)C)C)OC. Drug 1: CC12CCC3C(C1CCC2=O)CC(=C)C4=CC(=O)C=CC34C. (7) Drug 1: CC(CN1CC(=O)NC(=O)C1)N2CC(=O)NC(=O)C2. Drug 2: CC1=C(N=C(N=C1N)C(CC(=O)N)NCC(C(=O)N)N)C(=O)NC(C(C2=CN=CN2)OC3C(C(C(C(O3)CO)O)O)OC4C(C(C(C(O4)CO)O)OC(=O)N)O)C(=O)NC(C)C(C(C)C(=O)NC(C(C)O)C(=O)NCCC5=NC(=CS5)C6=NC(=CS6)C(=O)NCCC[S+](C)C)O. Cell line: HL-60(TB). Synergy scores: CSS=60.1, Synergy_ZIP=1.62, Synergy_Bliss=4.39, Synergy_Loewe=2.40, Synergy_HSA=2.53.